This data is from Forward reaction prediction with 1.9M reactions from USPTO patents (1976-2016). The task is: Predict the product of the given reaction. (1) Given the reactants [Cl:1][C:2]1[CH:7]=[C:6]([Cl:8])[CH:5]=[CH:4][N:3]=1.C([N-]C(C)C)(C)C.[Li+].CN(C)[CH:19]=[O:20].[Cl-].[NH4+], predict the reaction product. The product is: [Cl:1][C:2]1[C:7]([CH:19]=[O:20])=[C:6]([Cl:8])[CH:5]=[CH:4][N:3]=1. (2) Given the reactants Cl[CH2:2][C:3]([O:5][CH:6]([C:14]([F:17])([F:16])[F:15])[C:7]([F:13])([F:12])[S:8]([O-:11])(=[O:10])=[O:9])=[O:4].[C:18]1([S+:24]([C:31]2[CH:36]=[CH:35][CH:34]=[CH:33][CH:32]=2)[C:25]2[CH:30]=[CH:29][CH:28]=[CH:27][CH:26]=2)[CH:23]=[CH:22][CH:21]=[CH:20][CH:19]=1.[C:37]([O-:42])(=[O:41])[C:38]([CH3:40])=[CH2:39].[Na+].[I-].[Na+].C(C1C(O)=C(C(C)(C)C)C=C(C)C=1)C1C(O)=C(C(C)(C)C)C=C(C)C=1, predict the reaction product. The product is: [F:12][C:7]([F:13])([S:8]([O-:11])(=[O:10])=[O:9])[CH:6]([O:5][C:3](=[O:4])[CH2:2][O:42][C:37](=[O:41])[C:38]([CH3:40])=[CH2:39])[C:14]([F:17])([F:16])[F:15].[C:31]1([S+:24]([C:18]2[CH:19]=[CH:20][CH:21]=[CH:22][CH:23]=2)[C:25]2[CH:30]=[CH:29][CH:28]=[CH:27][CH:26]=2)[CH:32]=[CH:33][CH:34]=[CH:35][CH:36]=1. (3) Given the reactants [CH:1]1([C@:4]2([OH:12])[CH2:8][CH2:7][NH:6][C@H:5]2[CH:9]([CH3:11])C)CC1.[F:13][C:14]1[CH:21]=[C:20](F)[CH:19]=[C:18]([F:23])[C:15]=1[C:16]#[N:17].C(=O)([O-])[O-].[Li+].[Li+], predict the reaction product. The product is: [CH2:9]([C@H:5]1[C@:4]([OH:12])([CH3:1])[CH2:8][CH2:7][N:6]1[C:20]1[CH:21]=[C:14]([F:13])[C:15]([C:16]#[N:17])=[C:18]([F:23])[CH:19]=1)[CH3:11]. (4) Given the reactants [O:1]=[C:2]([NH:17][C@@H:18]1[CH2:22][CH2:21][NH:20][CH2:19]1)[CH2:3][NH:4][C:5](=[O:16])[C:6]1[CH:11]=[CH:10][CH:9]=[C:8]([C:12]([F:15])([F:14])[F:13])[CH:7]=1.O=[C:24]1[CH2:28][CH2:27][N:26]([C:29]([O:31][CH2:32][C:33]2[CH:38]=[CH:37][CH:36]=[CH:35][CH:34]=2)=[O:30])[CH2:25]1.C(O[BH-](OC(=O)C)OC(=O)C)(=O)C.[Na+].C([O-])(O)=O.[Na+], predict the reaction product. The product is: [F:13][C:12]([F:14])([F:15])[C:8]1[CH:7]=[C:6]([CH:11]=[CH:10][CH:9]=1)[C:5]([NH:4][CH2:3][C:2]([NH:17][C@@H:18]1[CH2:22][CH2:21][N:20]([CH:28]2[CH2:24][CH2:25][N:26]([C:29]([O:31][CH2:32][C:33]3[CH:38]=[CH:37][CH:36]=[CH:35][CH:34]=3)=[O:30])[CH2:27]2)[CH2:19]1)=[O:1])=[O:16]. (5) Given the reactants [Br:1][C:2]1[C:3]([NH2:14])=[N:4][CH:5]=[C:6]([C:8]2[CH:13]=[CH:12][CH:11]=[CH:10][CH:9]=2)[CH:7]=1.[CH3:15][O:16][C:17](=[O:22])[C:18]([CH2:20]Br)=O, predict the reaction product. The product is: [CH3:15][O:16][C:17]([C:18]1[N:14]=[C:3]2[C:2]([Br:1])=[CH:7][C:6]([C:8]3[CH:13]=[CH:12][CH:11]=[CH:10][CH:9]=3)=[CH:5][N:4]2[CH:20]=1)=[O:22].